From a dataset of Catalyst prediction with 721,799 reactions and 888 catalyst types from USPTO. Predict which catalyst facilitates the given reaction. (1) The catalyst class is: 458. Reactant: [F:1][CH:2]([F:25])[O:3][C:4]1[CH:9]=[C:8]([F:10])[C:7]([F:11])=[CH:6][C:5]=1[C:12]1[CH2:17][CH2:16][N:15]([C:18]([O:20][C:21]([CH3:24])([CH3:23])[CH3:22])=[O:19])[CH2:14][CH:13]=1.[H][H]. Product: [F:25][CH:2]([F:1])[O:3][C:4]1[CH:9]=[C:8]([F:10])[C:7]([F:11])=[CH:6][C:5]=1[CH:12]1[CH2:13][CH2:14][N:15]([C:18]([O:20][C:21]([CH3:23])([CH3:22])[CH3:24])=[O:19])[CH2:16][CH2:17]1. (2) Reactant: CN(C(ON1N=NC2C=CC=NC1=2)=[N+](C)C)C.F[P-](F)(F)(F)(F)F.[C:25]([O:29][C:30]([NH:32][C:33]1[C:42]2[C:37](=[CH:38][CH:39]=[CH:40][CH:41]=2)[C:36]([O:43][C:44]2[CH:49]=[CH:48][N:47]=[C:46]([NH:50][C:51]3[CH:52]=[C:53]([CH:57]=[C:58]([C:60]#[CH:61])[CH:59]=3)[C:54]([OH:56])=O)[CH:45]=2)=[CH:35][CH:34]=1)=[O:31])([CH3:28])([CH3:27])[CH3:26].[CH3:62][O:63][CH2:64][CH2:65][O:66][CH2:67][CH2:68][O:69][CH2:70][CH2:71][NH2:72].C(N(CC)CC)C. Product: [C:25]([O:29][C:30](=[O:31])[NH:32][C:33]1[C:42]2[C:37](=[CH:38][CH:39]=[CH:40][CH:41]=2)[C:36]([O:43][C:44]2[CH:49]=[CH:48][N:47]=[C:46]([NH:50][C:51]3[CH:52]=[C:53]([C:54](=[O:56])[NH:72][CH2:71][CH2:70][O:69][CH2:68][CH2:67][O:66][CH2:65][CH2:64][O:63][CH3:62])[CH:57]=[C:58]([C:60]#[CH:61])[CH:59]=3)[CH:45]=2)=[CH:35][CH:34]=1)([CH3:28])([CH3:26])[CH3:27]. The catalyst class is: 508. (3) Reactant: Cl.[CH2:2]([N:5]([CH2:21][CH2:22][CH3:23])[CH2:6][CH2:7][CH2:8][CH2:9][N:10]([CH2:12][C:13]1[CH:20]=[CH:19][C:16]([CH2:17][NH2:18])=[CH:15][CH:14]=1)[CH3:11])[CH2:3][CH3:4].[OH-].[Na+]. Product: [CH2:21]([N:5]([CH2:2][CH2:3][CH3:4])[CH2:6][CH2:7][CH2:8][CH2:9][N:10]([CH2:12][C:13]1[CH:14]=[CH:15][C:16]([CH2:17][NH2:18])=[CH:19][CH:20]=1)[CH3:11])[CH2:22][CH3:23]. The catalyst class is: 6. (4) Reactant: Cl[CH2:2][C:3]([NH:5][C:6]1[S:7][C:8]2[N:9]=[C:10]([N:15]([CH3:36])[C:16]3[CH:17]=[C:18]([NH:22][C:23](=[O:35])[C:24]4[CH:29]=[CH:28][CH:27]=[C:26]([C:30]([C:33]#[N:34])([CH3:32])[CH3:31])[CH:25]=4)[CH:19]=[CH:20][CH:21]=3)[N:11]=[CH:12][C:13]=2[N:14]=1)=[O:4].C(N(CC)CC)C.[NH:44]1[CH2:49][CH2:48][S:47][CH2:46][CH2:45]1.C(=O)([O-])O.[Na+]. Product: [C:33]([C:30]([C:26]1[CH:25]=[C:24]([CH:29]=[CH:28][CH:27]=1)[C:23]([NH:22][C:18]1[CH:19]=[CH:20][CH:21]=[C:16]([N:15]([CH3:36])[C:10]2[N:11]=[CH:12][C:13]3[N:14]=[C:6]([NH:5][C:3](=[O:4])[CH2:2][N:44]4[CH2:49][CH2:48][S:47][CH2:46][CH2:45]4)[S:7][C:8]=3[N:9]=2)[CH:17]=1)=[O:35])([CH3:32])[CH3:31])#[N:34]. The catalyst class is: 7. (5) The catalyst class is: 238. Reactant: Cl[C:2]1[C:3]2[CH:10]([CH3:11])[O:9][CH2:8][C:4]=2[N:5]=[CH:6][N:7]=1.[C:12]([N:19]1[CH2:24][CH2:23][NH:22][CH2:21][CH2:20]1)([O:14][C:15]([CH3:18])([CH3:17])[CH3:16])=[O:13].CN1C(=O)CCC1. Product: [CH3:11][CH:10]1[C:3]2[C:2]([N:22]3[CH2:21][CH2:20][N:19]([C:12]([O:14][C:15]([CH3:18])([CH3:17])[CH3:16])=[O:13])[CH2:24][CH2:23]3)=[N:7][CH:6]=[N:5][C:4]=2[CH2:8][O:9]1.